This data is from Full USPTO retrosynthesis dataset with 1.9M reactions from patents (1976-2016). The task is: Predict the reactants needed to synthesize the given product. (1) Given the product [ClH:34].[O:1]1[C:6]2[CH:7]=[CH:8][C:9]([CH2:11][NH:12][CH:13]3[CH2:14][CH2:15][N:16]([CH2:19][CH2:20][N:21]4[C:30]5[C:25](=[CH:26][CH:27]=[C:28]([O:31][CH3:32])[CH:29]=5)[N:24]=[CH:23][C:22]4=[O:33])[CH2:17][CH2:18]3)=[CH:10][C:5]=2[O:4][CH:3]=[CH:2]1, predict the reactants needed to synthesize it. The reactants are: [O:1]1[C:6]2[CH:7]=[CH:8][C:9]([CH2:11][NH:12][CH:13]3[CH2:18][CH2:17][N:16]([CH2:19][CH2:20][N:21]4[C:30]5[C:25](=[CH:26][CH:27]=[C:28]([O:31][CH3:32])[CH:29]=5)[N:24]=[CH:23][C:22]4=[O:33])[CH2:15][CH2:14]3)=[CH:10][C:5]=2[O:4][CH:3]=[CH:2]1.[ClH:34].C(OCC)(=O)C. (2) Given the product [O:19]=[C:15]1[CH2:14][O:13][C:12]2=[CH:11][N:10]=[C:9]([CH:8]=[O:20])[NH:18][C:17]2=[N:16]1, predict the reactants needed to synthesize it. The reactants are: C1(/C=[CH:8]/[C:9]2[NH:18][C:17]3[C:12]([O:13][CH2:14][C:15](=[O:19])[N:16]=3)=[CH:11][N:10]=2)C=CC=CC=1.[O:20]1CCOCC1. (3) Given the product [CH3:1][O:2][C:3](=[O:33])[CH2:4][NH:5][C:6]1[CH:11]=[CH:10][C:9]([N:12]2[CH:16]=[C:15]([C:17]3[CH:22]=[CH:21][C:20]([Cl:23])=[CH:19][C:18]=3[Cl:24])[N:14]=[C:13]2[CH2:25][C:26]2[CH:31]=[CH:30][C:29]([C:40]3[CH:41]=[CH:42][C:37]([CH2:34][CH2:35][CH3:36])=[CH:38][CH:39]=3)=[CH:28][CH:27]=2)=[CH:8][CH:7]=1, predict the reactants needed to synthesize it. The reactants are: [CH3:1][O:2][C:3](=[O:33])[CH2:4][NH:5][C:6]1[CH:11]=[CH:10][C:9]([N:12]2[CH:16]=[C:15]([C:17]3[CH:22]=[CH:21][C:20]([Cl:23])=[CH:19][C:18]=3[Cl:24])[N:14]=[C:13]2[CH2:25][C:26]2[CH:31]=[CH:30][C:29](Br)=[CH:28][CH:27]=2)=[CH:8][CH:7]=1.[CH2:34]([C:37]1[CH:42]=[CH:41][C:40](B(O)O)=[CH:39][CH:38]=1)[CH2:35][CH3:36].